This data is from Forward reaction prediction with 1.9M reactions from USPTO patents (1976-2016). The task is: Predict the product of the given reaction. (1) Given the reactants [ClH:1].Cl[CH2:3][C:4]1[N:8]2[CH:9]=[C:10](F)[CH:11]=[CH:12][C:7]2=[N:6][C:5]=1[C:14]1[CH:19]=[CH:18][C:17](F)=[CH:16][CH:15]=1.[CH3:21][O:22][C:23]1[N:28]=[N:27][C:26]([NH2:29])=[CH:25][CH:24]=1, predict the reaction product. The product is: [Cl:1][C:10]1[CH:11]=[CH:12][C:7]2[N:8]([C:4]([CH2:3][NH:29][C:26]3[N:27]=[N:28][C:23]([O:22][CH3:21])=[CH:24][CH:25]=3)=[C:5]([C:14]3[CH:19]=[CH:18][CH:17]=[CH:16][CH:15]=3)[N:6]=2)[CH:9]=1. (2) Given the reactants BrC1C=CC(OC)=C(C)C=1.C(N1CCNCC1)CC1C=CC=CC=1.Br[C:26]1[C:31]([F:32])=[CH:30][C:29]([O:33][CH3:34])=[C:28]([F:35])[CH:27]=1.[O:36]1[C:40]2([CH2:45][CH2:44][NH:43][CH2:42][CH2:41]2)[O:39][CH2:38][CH2:37]1, predict the reaction product. The product is: [F:32][C:31]1[CH:30]=[C:29]([O:33][CH3:34])[C:28]([F:35])=[CH:27][C:26]=1[N:43]1[CH2:44][CH2:45][C:40]2([O:39][CH2:38][CH2:37][O:36]2)[CH2:41][CH2:42]1. (3) Given the reactants C(OC([N:11]1[CH2:16][CH2:15][N:14]([CH2:17][CH:18]([OH:30])[C:19]2[CH:20]=[CH:21][C:22]3[O:27][CH2:26][C:25](=[O:28])[NH:24][C:23]=3[CH:29]=2)[CH2:13][CH2:12]1)=O)C1C=CC=CC=1, predict the reaction product. The product is: [OH:30][CH:18]([C:19]1[CH:20]=[CH:21][C:22]2[O:27][CH2:26][C:25](=[O:28])[NH:24][C:23]=2[CH:29]=1)[CH2:17][N:14]1[CH2:13][CH2:12][NH:11][CH2:16][CH2:15]1. (4) Given the reactants [C:1]([O:5][C:6]([N:8]1[C:12]2[CH:13]=[CH:14][C:15]([Br:17])=[CH:16][C:11]=2[NH:10][C:9]1=[O:18])=[O:7])([CH3:4])([CH3:3])[CH3:2].IC.[C:21]([O-])([O-])=O.[K+].[K+].C(OCC)(=O)C, predict the reaction product. The product is: [C:1]([O:5][C:6]([N:8]1[C:12]2[CH:13]=[CH:14][C:15]([Br:17])=[CH:16][C:11]=2[N:10]([CH3:21])[C:9]1=[O:18])=[O:7])([CH3:4])([CH3:2])[CH3:3].